Dataset: Catalyst prediction with 721,799 reactions and 888 catalyst types from USPTO. Task: Predict which catalyst facilitates the given reaction. (1) Reactant: [O:1]([C:8]1[CH:13]=[CH:12][C:11]([C:14]2[C:19]([C:20]([NH2:22])=[O:21])=[CH:18][N:17]=[C:16]([CH:23]3[CH2:27][CH2:26][NH:25][CH2:24]3)[N:15]=2)=[CH:10][CH:9]=1)[C:2]1[CH:7]=[CH:6][CH:5]=[CH:4][CH:3]=1.[C:28](Cl)(=[O:31])[CH:29]=[CH2:30]. Product: [C:28]([N:25]1[CH2:26][CH2:27][CH:23]([C:16]2[N:15]=[C:14]([C:11]3[CH:12]=[CH:13][C:8]([O:1][C:2]4[CH:7]=[CH:6][CH:5]=[CH:4][CH:3]=4)=[CH:9][CH:10]=3)[C:19]([C:20]([NH2:22])=[O:21])=[CH:18][N:17]=2)[CH2:24]1)(=[O:31])[CH:29]=[CH2:30]. The catalyst class is: 2. (2) Reactant: [Cl:1][C:2]1[CH:3]=[C:4]([CH:18]=[CH:19][C:20]=1[O:21][CH3:22])[CH2:5][O:6][C:7]1[C:12]([C:13]([OH:15])=O)=[CH:11][N:10]=[C:9]([S:16][CH3:17])[N:8]=1.[N:23]1[CH:28]=[CH:27][CH:26]=[CH:25][C:24]=1[CH2:29][NH2:30].C(N(CC)CC)C.CN(C(ON1N=NC2C=CC=NC1=2)=[N+](C)C)C.F[P-](F)(F)(F)(F)F. The catalyst class is: 20. Product: [Cl:1][C:2]1[CH:3]=[C:4]([CH:18]=[CH:19][C:20]=1[O:21][CH3:22])[CH2:5][O:6][C:7]1[C:12]([C:13]([NH:30][CH2:29][C:24]2[CH:25]=[CH:26][CH:27]=[CH:28][N:23]=2)=[O:15])=[CH:11][N:10]=[C:9]([S:16][CH3:17])[N:8]=1.